Dataset: Full USPTO retrosynthesis dataset with 1.9M reactions from patents (1976-2016). Task: Predict the reactants needed to synthesize the given product. (1) Given the product [Cl:32][C:29]1[CH:30]=[CH:31][C:26]([CH:11]2[C:5]3[N:6]([CH:7]4[CH2:10][O:9][CH2:8]4)[C:2]([C:37]4[CH2:38][CH2:39][N:34]([CH3:33])[CH2:35][CH:36]=4)=[N:3][C:4]=3[C:13](=[O:14])[N:12]2[C:15]2[CH:16]=[C:17]([CH3:25])[C:18]3[N:22]=[N:21][N:20]([CH3:23])[C:19]=3[CH:24]=2)=[CH:27][CH:28]=1, predict the reactants needed to synthesize it. The reactants are: Br[C:2]1[N:6]([CH:7]2[CH2:10][O:9][CH2:8]2)[C:5]2[CH:11]([C:26]3[CH:31]=[CH:30][C:29]([Cl:32])=[CH:28][CH:27]=3)[N:12]([C:15]3[CH:16]=[C:17]([CH3:25])[C:18]4[N:22]=[N:21][N:20]([CH3:23])[C:19]=4[CH:24]=3)[C:13](=[O:14])[C:4]=2[N:3]=1.[CH3:33][N:34]1[CH2:39][CH:38]=[C:37](B2OC(C)(C)C(C)(C)O2)[CH2:36][CH2:35]1.C([O-])(O)=O.[Na+]. (2) Given the product [Cl:13][C:14]1[CH:19]=[C:18]([Cl:20])[CH:17]=[CH:16][C:15]=1[CH2:21][CH2:22][NH:23][C:24]1[N:29]=[C:28]([O:30][CH3:31])[N:27]=[C:26]([C:32]2[CH:33]=[C:34]([C:38]([CH3:43])([CH3:42])[C:39]([NH:51][S:48]([C:44]([CH3:47])([CH3:46])[CH3:45])(=[O:50])=[O:49])=[O:41])[CH:35]=[CH:36][CH:37]=2)[CH:25]=1, predict the reactants needed to synthesize it. The reactants are: CCN=C=NCCCN(C)C.Cl.[Cl:13][C:14]1[CH:19]=[C:18]([Cl:20])[CH:17]=[CH:16][C:15]=1[CH2:21][CH2:22][NH:23][C:24]1[N:29]=[C:28]([O:30][CH3:31])[N:27]=[C:26]([C:32]2[CH:33]=[C:34]([C:38]([CH3:43])([CH3:42])[C:39]([OH:41])=O)[CH:35]=[CH:36][CH:37]=2)[CH:25]=1.[C:44]([S:48]([NH2:51])(=[O:50])=[O:49])([CH3:47])([CH3:46])[CH3:45]. (3) Given the product [Br:19][C:16]1[CH:17]=[CH:18][C:13]([CH:23]=[O:24])=[C:14]([F:20])[CH:15]=1, predict the reactants needed to synthesize it. The reactants are: C([Mg]Cl)CCC.C([Li])CCC.Br[C:13]1[CH:18]=[CH:17][C:16]([Br:19])=[CH:15][C:14]=1[F:20].CN(C)[CH:23]=[O:24]. (4) Given the product [CH2:11]([O:10][C:7]1[CH:8]=[CH:9][C:4]([C:3]#[C:2][C:20]([O:22][CH3:23])=[O:21])=[CH:5][CH:6]=1)[CH3:12], predict the reactants needed to synthesize it. The reactants are: Br[C:2](Br)=[CH:3][C:4]1[CH:9]=[CH:8][C:7]([O:10][CH2:11][CH3:12])=[CH:6][CH:5]=1.[Li]CCCC.Cl[C:20]([O:22][CH3:23])=[O:21]. (5) Given the product [CH:14]1([CH2:13][N:12]2[C:11]3[CH:20]=[C:21]([F:25])[C:22]([F:24])=[CH:23][C:10]=3[N:9]=[C:8]2[C:7]2[C:2]([O:35][CH2:34][C:31]3[CH:32]=[CH:33][C:28]([O:27][CH3:26])=[CH:29][CH:30]=3)=[N:3][CH:4]=[CH:5][CH:6]=2)[CH2:19][CH2:18][CH2:17][CH2:16][CH2:15]1, predict the reactants needed to synthesize it. The reactants are: Cl[C:2]1[C:7]([C:8]2[N:12]([CH2:13][CH:14]3[CH2:19][CH2:18][CH2:17][CH2:16][CH2:15]3)[C:11]3[CH:20]=[C:21]([F:25])[C:22]([F:24])=[CH:23][C:10]=3[N:9]=2)=[CH:6][CH:5]=[CH:4][N:3]=1.[CH3:26][O:27][C:28]1[CH:33]=[CH:32][C:31]([CH2:34][OH:35])=[CH:30][CH:29]=1. (6) Given the product [Br:1][C:2]1[CH:7]=[CH:6][CH:5]=[CH:4][C:3]=1[C:8]([O:11][CH:13]1[CH2:14][CH2:15][CH2:16][CH2:17][O:12]1)([CH3:9])[CH3:10], predict the reactants needed to synthesize it. The reactants are: [Br:1][C:2]1[CH:7]=[CH:6][CH:5]=[CH:4][C:3]=1[C:8]([OH:11])([CH3:10])[CH3:9].[O:12]1[CH:17]=[CH:16][CH2:15][CH2:14][CH2:13]1. (7) Given the product [CH:31]1([N:15]([C:16]2[N:17]([C:25]3[CH:30]=[CH:29][CH:28]=[CH:27][CH:26]=3)[N:18]=[C:19]3[C:24]=2[CH:23]=[CH:22][CH:21]=[CH:20]3)[C:13](=[O:14])[NH:12][C:9]2[CH:10]=[CH:11][C:6]([O:5][CH2:4][C:3]([OH:38])=[O:2])=[CH:7][C:8]=2[F:37])[CH2:32][CH2:33][CH2:34][CH2:35][CH2:36]1, predict the reactants needed to synthesize it. The reactants are: C[O:2][C:3](=[O:38])[CH2:4][O:5][C:6]1[CH:11]=[CH:10][C:9]([NH:12][C:13]([N:15]([CH:31]2[CH2:36][CH2:35][CH2:34][CH2:33][CH2:32]2)[C:16]2[N:17]([C:25]3[CH:30]=[CH:29][CH:28]=[CH:27][CH:26]=3)[N:18]=[C:19]3[C:24]=2[CH:23]=[CH:22][CH:21]=[CH:20]3)=[O:14])=[C:8]([F:37])[CH:7]=1.[OH-].[Li+].